Dataset: NCI-60 drug combinations with 297,098 pairs across 59 cell lines. Task: Regression. Given two drug SMILES strings and cell line genomic features, predict the synergy score measuring deviation from expected non-interaction effect. (1) Cell line: HT29. Drug 1: CC1C(C(CC(O1)OC2CC(CC3=C2C(=C4C(=C3O)C(=O)C5=C(C4=O)C(=CC=C5)OC)O)(C(=O)C)O)N)O.Cl. Drug 2: C#CCC(CC1=CN=C2C(=N1)C(=NC(=N2)N)N)C3=CC=C(C=C3)C(=O)NC(CCC(=O)O)C(=O)O. Synergy scores: CSS=18.7, Synergy_ZIP=-12.5, Synergy_Bliss=-9.74, Synergy_Loewe=-13.9, Synergy_HSA=-8.43. (2) Drug 1: C1=CN(C(=O)N=C1N)C2C(C(C(O2)CO)O)O.Cl. Drug 2: CCCCCOC(=O)NC1=NC(=O)N(C=C1F)C2C(C(C(O2)C)O)O. Cell line: NCI-H460. Synergy scores: CSS=38.7, Synergy_ZIP=-0.617, Synergy_Bliss=-0.171, Synergy_Loewe=-44.5, Synergy_HSA=-1.34.